Dataset: Catalyst prediction with 721,799 reactions and 888 catalyst types from USPTO. Task: Predict which catalyst facilitates the given reaction. (1) Product: [CH3:24][C:25]([CH3:31])([CH3:30])[CH2:26][C:27]([N:7]1[CH2:12][CH2:11][CH:10]([C:13]2[O:17][N:16]=[C:15]([C:18]3[CH:23]=[CH:22][N:21]=[CH:20][CH:19]=3)[N:14]=2)[CH2:9][CH2:8]1)=[O:28]. The catalyst class is: 2. Reactant: N1C=CC=CC=1.[NH:7]1[CH2:12][CH2:11][CH:10]([C:13]2[O:17][N:16]=[C:15]([C:18]3[CH:23]=[CH:22][N:21]=[CH:20][CH:19]=3)[N:14]=2)[CH2:9][CH2:8]1.[CH3:24][C:25]([CH3:31])([CH3:30])[CH2:26][C:27](Cl)=[O:28]. (2) The catalyst class is: 89. Reactant: [Cl:1][C:2]1[CH:7]=[CH:6][C:5]([S:8][CH2:9][CH2:10][NH:11][CH2:12][C:13]([O:15]C(C)(C)C)=[O:14])=[CH:4][CH:3]=1. Product: [Cl:1][C:2]1[CH:3]=[CH:4][C:5]([S:8][CH2:9][CH2:10][NH:11][CH2:12][C:13]([OH:15])=[O:14])=[CH:6][CH:7]=1. (3) Reactant: Br[CH:2]([C:13]([N:15]1[CH2:20][CH2:19][CH:18]([C:21]#[N:22])[CH2:17][CH2:16]1)=[O:14])[C:3]([O:5][CH2:6][C:7]1[CH:12]=[CH:11][CH:10]=[CH:9][CH:8]=1)=[O:4].[F:23][CH:24]([F:33])[C:25]1[CH:29]=[C:28]([CH:30]([F:32])[F:31])[NH:27][N:26]=1.C(=O)([O-])[O-].[K+].[K+]. Product: [F:32][CH:30]([F:31])[C:28]1[CH:29]=[C:25]([CH:24]([F:23])[F:33])[N:26]([CH:2]([C:13]([N:15]2[CH2:20][CH2:19][CH:18]([C:21]#[N:22])[CH2:17][CH2:16]2)=[O:14])[C:3]([O:5][CH2:6][C:7]2[CH:12]=[CH:11][CH:10]=[CH:9][CH:8]=2)=[O:4])[N:27]=1. The catalyst class is: 9. (4) Reactant: Cl[C:2]1[CH:11]=[CH:10][C:9]2[C:4](=[CH:5][CH:6]=[C:7]([Cl:12])[CH:8]=2)[N:3]=1.[N:13]1([CH:19]=[O:20])[CH2:18][CH2:17][NH:16][CH2:15][CH2:14]1.O. Product: [Cl:12][C:7]1[CH:8]=[C:9]2[C:4](=[CH:5][CH:6]=1)[N:3]=[C:2]([N:16]1[CH2:17][CH2:18][N:13]([CH:19]=[O:20])[CH2:14][CH2:15]1)[CH:11]=[CH:10]2. The catalyst class is: 3.